This data is from Forward reaction prediction with 1.9M reactions from USPTO patents (1976-2016). The task is: Predict the product of the given reaction. (1) The product is: [CH2:1]([O:3][C:4](=[O:20])[C:5]([OH:19])([C:22]([F:24])([F:23])[F:21])[CH2:6][C:7]([C:10]1[CH:15]=[CH:14][CH:13]=[C:12]([CH3:16])[C:11]=1[O:17][CH3:18])([CH3:9])[CH3:8])[CH3:2]. Given the reactants [CH2:1]([O:3][C:4](=[O:20])[C:5](=[O:19])[CH2:6][C:7]([C:10]1[CH:15]=[CH:14][CH:13]=[C:12]([CH3:16])[C:11]=1[O:17][CH3:18])([CH3:9])[CH3:8])[CH3:2].[F:21][C:22]([Si](C)(C)C)([F:24])[F:23].[F-].C([N+](CCCC)(CCCC)CCCC)CCC, predict the reaction product. (2) Given the reactants Cl[C:2]1[N:7]=[CH:6][C:5]([C:8]([NH:10][C:11]2[CH:16]=[C:15]([NH:17][C:18]([C:20]3[CH:25]=[CH:24][N:23]=[C:22]([N:26]4[CH2:31][CH2:30][O:29][CH2:28][CH2:27]4)[CH:21]=3)=[O:19])[CH:14]=[CH:13][C:12]=2[Cl:32])=[O:9])=[CH:4][CH:3]=1.[CH3:33][N:34]([CH3:40])[CH2:35][CH2:36][CH2:37][CH2:38][NH2:39], predict the reaction product. The product is: [Cl:32][C:12]1[CH:13]=[CH:14][C:15]([NH:17][C:18]([C:20]2[CH:25]=[CH:24][N:23]=[C:22]([N:26]3[CH2:27][CH2:28][O:29][CH2:30][CH2:31]3)[CH:21]=2)=[O:19])=[CH:16][C:11]=1[NH:10][C:8]([C:5]1[CH:6]=[N:7][C:2]([NH:39][CH2:38][CH2:37][CH2:36][CH2:35][N:34]([CH3:40])[CH3:33])=[CH:3][CH:4]=1)=[O:9]. (3) Given the reactants Cl.Cl.[S:3]1[C:7]2[CH:8]=[CH:9][CH:10]=[CH:11][C:6]=2[N:5]=[C:4]1[NH:12][C:13]([C:15]1[CH:16]=[CH:17][CH:18]=[C:19]2[C:24]=1[CH2:23][NH:22][CH2:21][CH2:20]2)=[O:14].[N:25]1([C:30](N2C=CN=C2)=[S:31])C=CN=C1.N, predict the reaction product. The product is: [S:3]1[C:7]2[CH:8]=[CH:9][CH:10]=[CH:11][C:6]=2[N:5]=[C:4]1[NH:12][C:13]([C:15]1[CH:16]=[CH:17][CH:18]=[C:19]2[C:24]=1[CH2:23][N:22]([C:30](=[S:31])[NH2:25])[CH2:21][CH2:20]2)=[O:14]. (4) Given the reactants [H-].[Na+].[Br:3][C:4]1[CH:5]=[C:6]([CH:16]=[CH:17][CH:18]=1)[CH2:7][NH:8][C:9](=[O:15])[O:10][C:11]([CH3:14])([CH3:13])[CH3:12].[CH3:19]I, predict the reaction product. The product is: [Br:3][C:4]1[CH:5]=[C:6]([CH:16]=[CH:17][CH:18]=1)[CH2:7][N:8]([CH3:19])[C:9](=[O:15])[O:10][C:11]([CH3:14])([CH3:13])[CH3:12]. (5) Given the reactants [C:1]([O:5][C:6]([N:8]1[CH2:12][CH2:11][CH2:10][C@@H:9]1[CH2:13][OH:14])=[O:7])([CH3:4])([CH3:3])[CH3:2].[C:15]1([CH3:25])[CH:20]=[CH:19][C:18]([S:21](Cl)(=[O:23])=[O:22])=[CH:17][CH:16]=1, predict the reaction product. The product is: [C:1]([O:5][C:6]([N:8]1[CH2:12][CH2:11][CH2:10][C@@H:9]1[CH2:13][O:14][S:21]([C:18]1[CH:19]=[CH:20][C:15]([CH3:25])=[CH:16][CH:17]=1)(=[O:23])=[O:22])=[O:7])([CH3:4])([CH3:3])[CH3:2]. (6) Given the reactants [CH2:1]([N:3]([C:20](=[O:24])[CH:21]([CH3:23])[CH3:22])[C:4]1[CH:5]=[C:6]([C:17](O)=[O:18])[CH:7]=[C:8]([C:10]2[CH:15]=[CH:14][C:13]([CH3:16])=[CH:12][CH:11]=2)[CH:9]=1)[CH3:2].[N:25]1[CH:30]=[CH:29][N:28]=[CH:27][C:26]=1[CH:31]([NH2:33])[CH3:32], predict the reaction product. The product is: [N:25]1[CH:30]=[CH:29][N:28]=[CH:27][C:26]=1[CH:31]([NH:33][C:17]([C:6]1[CH:7]=[C:8]([C:10]2[CH:11]=[CH:12][C:13]([CH3:16])=[CH:14][CH:15]=2)[CH:9]=[C:4]([N:3]([CH2:1][CH3:2])[C:20](=[O:24])[CH:21]([CH3:22])[CH3:23])[CH:5]=1)=[O:18])[CH3:32].